Task: Predict the product of the given reaction.. Dataset: Forward reaction prediction with 1.9M reactions from USPTO patents (1976-2016) (1) Given the reactants [Cl:1][C:2]1[N:7]=[C:6]([CH3:8])[C:5]([C:9]([N:11]2[CH2:16][CH2:15][N:14]([S:17]([C:20]3[CH:25]=[CH:24][C:23]([C:26]([F:29])([F:28])[F:27])=[CH:22][CH:21]=3)(=[O:19])=[O:18])[CH2:13][C@@H:12]2[CH3:30])=[O:10])=[CH:4][CH:3]=1.[NH:31]1[CH2:34][CH2:33][CH2:32]1, predict the reaction product. The product is: [ClH:1].[N:31]1([C:2]2[N:7]=[C:6]([CH3:8])[C:5]([C:9]([N:11]3[CH2:16][CH2:15][N:14]([S:17]([C:20]4[CH:25]=[CH:24][C:23]([C:26]([F:29])([F:28])[F:27])=[CH:22][CH:21]=4)(=[O:19])=[O:18])[CH2:13][C@@H:12]3[CH3:30])=[O:10])=[CH:4][CH:3]=2)[CH2:34][CH2:33][CH2:32]1. (2) Given the reactants C([O:8][NH:9][C:10]([C:12]1[CH:13]=[C:14]([NH:18][C:19](=[O:30])[C:20]2[CH:25]=[CH:24][CH:23]=[C:22]([C:26]([F:29])([F:28])[F:27])[CH:21]=2)[CH:15]=[CH:16][CH:17]=1)=[O:11])C1C=CC=CC=1, predict the reaction product. The product is: [OH:8][NH:9][C:10]([C:12]1[CH:13]=[C:14]([NH:18][C:19](=[O:30])[C:20]2[CH:25]=[CH:24][CH:23]=[C:22]([C:26]([F:27])([F:29])[F:28])[CH:21]=2)[CH:15]=[CH:16][CH:17]=1)=[O:11].